Dataset: Catalyst prediction with 721,799 reactions and 888 catalyst types from USPTO. Task: Predict which catalyst facilitates the given reaction. Reactant: C(=O)([O-])[O-].[K+].[K+].C([O:10][C:11]1[CH:19]=[C:18]([C:20]([O:22][CH2:23][CH3:24])=[O:21])[CH:17]=[C:16]2[C:12]=1[CH:13]=[CH:14][N:15]2[CH:25]1[CH2:27][CH2:26]1)(=O)C. Product: [CH:25]1([N:15]2[C:16]3[C:12](=[C:11]([OH:10])[CH:19]=[C:18]([C:20]([O:22][CH2:23][CH3:24])=[O:21])[CH:17]=3)[CH:13]=[CH:14]2)[CH2:26][CH2:27]1. The catalyst class is: 8.